Dataset: Forward reaction prediction with 1.9M reactions from USPTO patents (1976-2016). Task: Predict the product of the given reaction. (1) The product is: [CH3:1][N:2]1[C:6]([C:7]2[CH:12]=[CH:11][CH:10]=[CH:9][CH:8]=2)=[C:5]([C:13]([OH:23])=[O:14])[C:4](=[O:15])[N:3]1[CH3:16]. Given the reactants [CH3:1][N:2]1[C:6]([C:7]2[CH:12]=[CH:11][CH:10]=[CH:9][CH:8]=2)=[C:5]([CH:13]=[O:14])[C:4](=[O:15])[N:3]1[CH3:16].CC(=CC)C.Cl([O-])=[O:23].[Na+].P([O-])([O-])[O-].[K+].[K+].[K+], predict the reaction product. (2) Given the reactants [CH2:1]([N:3]([CH2:22][CH3:23])[CH2:4][CH2:5][N:6]1[C:10]2[CH:11]=[C:12]([C:19]#[N:20])[CH:13]=[C:14]([C:15]([F:18])([F:17])[F:16])[C:9]=2[NH:8][C:7]1=[O:21])[CH3:2].[F:24][C:25]([F:35])([F:34])[C:26]1[CH:33]=[CH:32][CH:31]=[CH:30][C:27]=1[CH2:28]Br.C(=O)([O-])[O-].[K+].[K+], predict the reaction product. The product is: [CH2:22]([N:3]([CH2:1][CH3:2])[CH2:4][CH2:5][N:6]1[C:10]2[CH:11]=[C:12]([C:19]#[N:20])[CH:13]=[C:14]([C:15]([F:16])([F:17])[F:18])[C:9]=2[N:8]([CH2:28][C:27]2[CH:30]=[CH:31][CH:32]=[CH:33][C:26]=2[C:25]([F:24])([F:34])[F:35])[C:7]1=[O:21])[CH3:23]. (3) Given the reactants [CH3:1][C:2]1[CH:7]=[CH:6][C:5]([C:8]([OH:11])([CH3:10])[CH3:9])=[CH:4][C:3]=1[C:12]([F:15])([F:14])[F:13].[Br:16]N1C(=O)CCC1=O, predict the reaction product. The product is: [Br:16][CH2:1][C:2]1[CH:7]=[CH:6][C:5]([C:8]([OH:11])([CH3:10])[CH3:9])=[CH:4][C:3]=1[C:12]([F:13])([F:14])[F:15]. (4) Given the reactants [Br:1][C:2]1[CH:7]=[CH:6][CH:5]=[C:4](I)[CH:3]=1.[F:9][C:10]1[CH:15]=[CH:14][C:13]([OH:16])=[CH:12][CH:11]=1.Cl.CN(C)CC(O)=O.C(=O)([O-])[O-].[Cs+].[Cs+], predict the reaction product. The product is: [F:9][C:10]1[CH:15]=[CH:14][C:13]([O:16][C:4]2[CH:3]=[C:2]([Br:1])[CH:7]=[CH:6][CH:5]=2)=[CH:12][CH:11]=1. (5) Given the reactants C([Cl:4])(C)=O.C([Si](C)(C)[O:10][C@H:11]1[C@H:18]2[C@H:14]([O:15][C:16](C)(C)[O:17]2)[O:13][C@H:12]1[C@H:21]([C:23]1[CH:28]=[CH:27][C:26]([Cl:29])=[C:25]([CH2:30][C:31]2[CH:36]=[CH:35][C:34]([O:37][CH2:38][CH3:39])=[CH:33][CH:32]=2)[CH:24]=1)[OH:22])(C)(C)C, predict the reaction product. The product is: [ClH:4].[Cl:29][C:26]1[CH:27]=[CH:28][C:23]([C@H:21]2[C@H:12]([OH:13])[C@@H:11]([OH:10])[C@H:18]([OH:17])[CH:14]([O:15][CH3:16])[O:22]2)=[CH:24][C:25]=1[CH2:30][C:31]1[CH:32]=[CH:33][C:34]([O:37][CH2:38][CH3:39])=[CH:35][CH:36]=1.